This data is from Peptide-MHC class II binding affinity with 134,281 pairs from IEDB. The task is: Regression. Given a peptide amino acid sequence and an MHC pseudo amino acid sequence, predict their binding affinity value. This is MHC class II binding data. (1) The peptide sequence is FKVAATAAATAPADD. The MHC is DRB1_0901 with pseudo-sequence DRB1_0901. The binding affinity (normalized) is 0.645. (2) The peptide sequence is FDYVYNPFMIDVQQW. The MHC is DRB1_0101 with pseudo-sequence DRB1_0101. The binding affinity (normalized) is 0.480. (3) The peptide sequence is AVHVWLRLPAGRVEI. The MHC is HLA-DPA10201-DPB11401 with pseudo-sequence HLA-DPA10201-DPB11401. The binding affinity (normalized) is 0.250. (4) The peptide sequence is ISGSSARYDVALSEQ. The MHC is HLA-DQA10201-DQB10301 with pseudo-sequence HLA-DQA10201-DQB10301. The binding affinity (normalized) is 0.603.